From a dataset of Reaction yield outcomes from USPTO patents with 853,638 reactions. Predict the reaction yield, written as a fraction of the theoretical maximum amount of product (1.0 means a 100% yield; for example, 0.34 means a 34% yield). (1) The reactants are ON1C(=O)N(O)C(=O)N(O)[C:3]1=[O:12].[C:13]([OH:16])(=[O:15])[CH3:14].[OH2:17].[CH3:18][C:19]1C=C[C:22](C)=[CH:23][CH:24]=1. The catalyst is C([O-])(=O)C.[Co+2].C([O-])(=O)C. The product is [C:3]([OH:12])(=[O:17])[C:24]1[CH:23]=[CH:22][C:14]([C:13]([OH:16])=[O:15])=[CH:18][CH:19]=1. The yield is 0.990. (2) The reactants are Br[C:2]1[CH:3]=[CH:4][C:5]([N+:8]([O-:10])=[O:9])=[N:6][CH:7]=1.[NH:11]1[CH2:16][CH2:15][O:14][CH2:13][CH2:12]1. No catalyst specified. The product is [N+:8]([C:5]1[N:6]=[CH:7][C:2]([N:11]2[CH2:16][CH2:15][O:14][CH2:13][CH2:12]2)=[CH:3][CH:4]=1)([O-:10])=[O:9]. The yield is 0.686.